This data is from Experimentally validated miRNA-target interactions with 360,000+ pairs, plus equal number of negative samples. The task is: Binary Classification. Given a miRNA mature sequence and a target amino acid sequence, predict their likelihood of interaction. (1) The miRNA is hsa-miR-3183 with sequence GCCUCUCUCGGAGUCGCUCGGA. The protein sequence of the target gene is MQGAQEASASEMLPLLLPLLWAGALAQERRFQLEGPESLTVQEGLCVLVPCRLPTTLPASYYGYGYWFLEGADVPVATNDPDEEVQEETRGRFHLLWDPRRKNCSLSIRDARRRDNAAYFFRLKSKWMKYGYTSSKLSVRVMALTHRPNISIPGTLESGHPSNLTCSVPWVCEQGTPPIFSWMSAAPTSLGPRTTQSSVLTITPRPQDHSTNLTCQVTFPGAGVTMERTIQLNVSYAPQKVAISIFQGNSAAFKILQNTSSLPVLEGQALRLLCDADGNPPAHLSWFQGFPALNATPISN.... Result: 0 (no interaction). (2) The miRNA is hsa-miR-548o-3p with sequence CCAAAACUGCAGUUACUUUUGC. The protein sequence of the target gene is MTTILTSTFRNLSTTSKWALRSSIRPLSCSSQLHSAPAVQTKSKKTLAKPNMKNIVVVEGVRIPFLLSGTSYKDLMPHDLARAALSGLLHRTNIPKDVVDYIIFGTVIQEVKTSNVAREAALGAGFSDKTPAHTVTMACISSNQAMTTAVGLIASGQCDVVVAGGVELMSDVPIRHSRNMRKMMLDLNKAKTLGQRLSLLSKFRLNFLSPELPAVAEFSTNETMGHSADRLAAAFAVSRMEQDEYALRSHSLAKKAQDEGHLSDIVPFKVPGKDTVTKDNGIRPSSLEQMAKLKPAFIKP.... Result: 0 (no interaction). (3) The miRNA is hsa-miR-497-5p with sequence CAGCAGCACACUGUGGUUUGU. The protein sequence of the target gene is MAKMELSKAFSGQRTLLSAILSMLSLSFSTTSLLSNYWFVGTQKVPKPLCEKGLAAKCFDMPVSLDGDTNTSTQEVVQYNWETGDDRFSFRSFRSGMWLSCEETVEEPALLHPQSWKQFRALRSSGTAAAKGERCRSFIELTPPAKREILWLSLGTQITYIGLQFISFLLLLTDLLLTGNPACGLKLSAFAAVSSVLSGLLGMVAHMMYSQVFQATVNLGPEDWRPHVWNYGWAFYMAWLSFTCCMASAVTTFNTYTRMVLEFKCKHSKSFKENPNCLPHHHQCFPRRLSSAAPTVGPLT.... Result: 1 (interaction). (4) The miRNA is hsa-miR-7161-3p with sequence UAGAUCUUUGACUCUGGCAGUCUCCAGG. The protein sequence of the target gene is MSEVLPYGDEKLSPYGDGGDVGQIFSCRLQDTNNFFGAGQSKRPPKLGQIGRSKRVVIEDDRIDDVLKTMTDKAPPGV. Result: 0 (no interaction). (5) The miRNA is hsa-miR-4711-5p with sequence UGCAUCAGGCCAGAAGACAUGAG. The protein sequence of the target gene is MTFQFNFTIEDHLENELTPIRDGALTLDSSKELSVSESQKGEERDRKCSAEQFDLPQDHLWEHKSMENAAPSQDTDSPLSAASSSRNLEPHGKQPSLRAAKEHAMPKDLKKMLENKVIETLPGFQHVKLSVVKTILLKENFPGENIVSKSFSSHSDLITGVYEGGLKIWECTFDLLAYFTKAKVKFAGKKVLDLGCGSGLLGITAFKGGSKEIHFQDYNSMVIDEVTLPNVVANSTLEDEENDVNEPDVKRCRKPKVTQLYKCRFFSGEWSEFCKLVLSSEKLFVKYDLILTSETIYNPD.... Result: 0 (no interaction). (6) The miRNA is hsa-miR-6757-5p with sequence UAGGGAUGGGAGGCCAGGAUGA. The protein sequence of the target gene is MESGPRAELGAGAPPAVVARTPPEPRPSPEGDPSPPPPPMSALVPDTPPDTPPAMKNATSSKQLPLEPESPSGQVGPRPAPPQEESPSSEAKSRGPTPPAMGPRDARPPRRSSQPSPTAVPASDSPPTKQEVKKAGERHKLAKERREERAKYLAAKKAVWLEKEEKAKALREKQLQERRRRLEEQRLKAEQRRAALEERQRQKLEKNKERYEAAIQRSVKKTWAEIRQQRWSWAGALHHSSPGHKTSGSRCSVSAVNLPKHVDSIINKRLSKSSATLWNSPSRNRSLQLSAWESSIVDRL.... Result: 1 (interaction).